Dataset: Catalyst prediction with 721,799 reactions and 888 catalyst types from USPTO. Task: Predict which catalyst facilitates the given reaction. (1) Reactant: [C:1](Cl)(=[O:3])[CH3:2].[C:5]1([S:11][CH2:12][CH2:13][CH2:14][S:15]([NH:18][C:19](=[O:50])[CH2:20][C@H:21]2[O:27][C@H:26]([C:28]3[CH:33]=[CH:32][CH:31]=[C:30]([O:34][CH3:35])[C:29]=3[O:36][CH3:37])[C:25]3[CH:38]=[C:39]([Cl:42])[CH:40]=[CH:41][C:24]=3[N:23]([CH2:43][C:44]([CH3:48])([CH3:47])[CH2:45][OH:46])[C:22]2=[O:49])(=[O:17])=[O:16])[CH:10]=[CH:9][CH:8]=[CH:7][CH:6]=1.N1C=CC=CC=1.C(OCC)(=O)C. Product: [C:5]1([S:11][CH2:12][CH2:13][CH2:14][S:15]([NH:18][C:19](=[O:50])[CH2:20][C@H:21]2[O:27][C@H:26]([C:28]3[CH:33]=[CH:32][CH:31]=[C:30]([O:34][CH3:35])[C:29]=3[O:36][CH3:37])[C:25]3[CH:38]=[C:39]([Cl:42])[CH:40]=[CH:41][C:24]=3[N:23]([CH2:43][C:44]([CH3:47])([CH3:48])[CH2:45][O:46][C:1](=[O:3])[CH3:2])[C:22]2=[O:49])(=[O:16])=[O:17])[CH:10]=[CH:9][CH:8]=[CH:7][CH:6]=1. The catalyst class is: 6. (2) Reactant: [Cl:1][C:2]1[S:6][C:5]([C:7]([C:15]2[CH:16]=[C:17]3[C:22](=[CH:23][CH:24]=2)[N:21]=[C:20]([O:25]C)[CH:19]=[C:18]3[C:27]2[CH:32]=[CH:31][CH:30]=[C:29]([O:33][CH3:34])[CH:28]=2)([C:9]2[N:10]([CH3:14])[CH:11]=[N:12][CH:13]=2)[OH:8])=[CH:4][CH:3]=1.Cl. Product: [Cl:1][C:2]1[S:6][C:5]([C:7]([OH:8])([C:9]2[N:10]([CH3:14])[CH:11]=[N:12][CH:13]=2)[C:15]2[CH:16]=[C:17]3[C:22](=[CH:23][CH:24]=2)[NH:21][C:20](=[O:25])[CH:19]=[C:18]3[C:27]2[CH:32]=[CH:31][CH:30]=[C:29]([O:33][CH3:34])[CH:28]=2)=[CH:4][CH:3]=1. The catalyst class is: 1. (3) Reactant: [N+:1]([C:4]1[CH:5]=[C:6]([S:10](Cl)(=[O:12])=[O:11])[CH:7]=[CH:8][CH:9]=1)([O-:3])=[O:2].[CH3:14][N:15]([CH3:19])[CH2:16][CH2:17][NH2:18].C(N(CC)CC)C. Product: [CH3:14][N:15]([CH3:19])[CH2:16][CH2:17][NH:18][S:10]([C:6]1[CH:7]=[CH:8][CH:9]=[C:4]([N+:1]([O-:3])=[O:2])[CH:5]=1)(=[O:12])=[O:11]. The catalyst class is: 4. (4) Reactant: C[O:2][C:3](=[O:24])[CH:4]([C:11]1[CH:16]=[CH:15][C:14]([S:17]([CH3:20])(=[O:19])=[O:18])=[C:13]([N+:21]([O-:23])=[O:22])[CH:12]=1)[CH2:5][CH:6]1[CH2:10][CH2:9][CH2:8][CH2:7]1.[OH-].[Li+]. Product: [CH:6]1([CH2:5][CH:4]([C:11]2[CH:16]=[CH:15][C:14]([S:17]([CH3:20])(=[O:19])=[O:18])=[C:13]([N+:21]([O-:23])=[O:22])[CH:12]=2)[C:3]([OH:24])=[O:2])[CH2:10][CH2:9][CH2:8][CH2:7]1. The catalyst class is: 7. (5) Reactant: Cl.[CH3:2][O:3][CH2:4][C@H:5]1[C@H:14]2[CH2:15][CH2:16][N:17]([C:18]([C@H:20]3[CH2:25][CH2:24][CH2:23][CH2:22][C@H:21]3[NH2:26])=[O:19])[C@H:13]2[C:12]2[CH:11]=[CH:10][CH:9]=[CH:8][C:7]=2[NH:6]1.C(N(CC)CC)C.[NH:34]1[CH:38]=[CH:37][N:36]=[C:35]1[C:39]1[CH:47]=[CH:46][C:42]([C:43](O)=[O:44])=[CH:41][CH:40]=1.CCOC(OC(OCC)=O)=O. Product: [NH:34]1[CH:38]=[CH:37][N:36]=[C:35]1[C:39]1[CH:40]=[CH:41][C:42]([C:43]([NH:26][C@@H:21]2[CH2:22][CH2:23][CH2:24][CH2:25][C@@H:20]2[C:18]([N:17]2[C@@H:13]3[C@@H:14]([C@H:5]([CH2:4][O:3][CH3:2])[NH:6][C:7]4[CH:8]=[CH:9][CH:10]=[CH:11][C:12]=43)[CH2:15][CH2:16]2)=[O:19])=[O:44])=[CH:46][CH:47]=1. The catalyst class is: 30. (6) Reactant: [Cl:1][C:2]1[CH:7]=[CH:6][C:5]([C:8]2[CH:13]=[N:12][N:11]3[C:14](=[O:17])[NH:15][N:16]=[C:10]3[C:9]=2[C:18]2[CH:23]=[CH:22][C:21]([Cl:24])=[CH:20][CH:19]=2)=[CH:4][CH:3]=1.[C:25]([O-])([O-])=O.[K+].[K+].IC. Product: [Cl:1][C:2]1[CH:7]=[CH:6][C:5]([C:8]2[CH:13]=[N:12][N:11]3[C:14](=[O:17])[N:15]([CH3:25])[N:16]=[C:10]3[C:9]=2[C:18]2[CH:23]=[CH:22][C:21]([Cl:24])=[CH:20][CH:19]=2)=[CH:4][CH:3]=1. The catalyst class is: 31. (7) Reactant: [O:1]1[CH2:6][CH2:5][CH2:4][CH2:3][CH:2]1[O:7][CH2:8][CH2:9][CH2:10][CH2:11][CH2:12][OH:13].[H-].[Na+].[Br:16][CH2:17][CH2:18][CH2:19][CH2:20][CH2:21]Br.O. Product: [Br:16][CH2:17][CH2:18][CH2:19][CH2:20][CH2:21][O:13][CH2:12][CH2:11][CH2:10][CH2:9][CH2:8][O:7][CH:2]1[CH2:3][CH2:4][CH2:5][CH2:6][O:1]1. The catalyst class is: 1. (8) Reactant: [Br:1][C:2]1[CH:7]=[CH:6][C:5]([C@H:8]([NH:13][C@@H:14]([CH2:18][CH:19]([Cl:21])[Cl:20])[C:15]([OH:17])=O)[C:9]([F:12])([F:11])[F:10])=[CH:4][CH:3]=1.[Cl-].[C:23]([C@@H:25]([NH3+:36])[CH2:26][C:27]1[CH:32]=[CH:31][C:30]([C:33]#[N:34])=[CH:29][C:28]=1[F:35])#[N:24].CN(C(ON1N=NC2C=CC=NC1=2)=[N+](C)C)C.F[P-](F)(F)(F)(F)F.CCN(C(C)C)C(C)C.C(=O)([O-])O.[Na+]. Product: [Br:1][C:2]1[CH:3]=[CH:4][C:5]([C@H:8]([NH:13][C@@H:14]([CH2:18][CH:19]([Cl:21])[Cl:20])[C:15]([NH:36][C@H:25]([C:23]#[N:24])[CH2:26][C:27]2[CH:32]=[CH:31][C:30]([C:33]#[N:34])=[CH:29][C:28]=2[F:35])=[O:17])[C:9]([F:10])([F:11])[F:12])=[CH:6][CH:7]=1. The catalyst class is: 18. (9) Reactant: [N+:1]([C:4]1[C:9]2[N:10]=[C:11]([CH2:13][C:14]3[CH:19]=[CH:18][CH:17]=[CH:16][C:15]=3[N:20]3[CH:24]=[N:23][N:22]=[N:21]3)[O:12][C:8]=2[CH:7]=[CH:6][CH:5]=1)([O-])=O. Product: [N:20]1([C:15]2[CH:16]=[CH:17][CH:18]=[CH:19][C:14]=2[CH2:13][C:11]2[O:12][C:8]3[C:9](=[C:4]([NH2:1])[CH:5]=[CH:6][CH:7]=3)[N:10]=2)[CH:24]=[N:23][N:22]=[N:21]1. The catalyst class is: 99. (10) Product: [O:13]=[C:12]1[C@@H:10]2[CH2:8][CH2:7][C@H:14]1[CH2:16][C:19]1[CH:24]=[CH:23][CH:22]=[CH:21][C:20]=1[CH2:26]2. Reactant: P([O-])([O-])([O-])=O.O=[CH:7][C@@H:8]([C@H:10]([C@@H:12]([C@@H:14]([CH2:16]O)O)[OH:13])O)O.O=[C:19]1[CH:24]=[CH:23][CH:22]=[CH:21][CH:20]1O.[CH:26]1C=[N+]([C@@H]2O[C@H](COP(OP(OC[C@H]3O[C@@H](N4C5N=CN=C(N)C=5N=C4)[C@H](OP(O)(O)=O)[C@@H]3O)(O)=O)(O)=O)[C@@H](O)[C@H]2O)C=C(C(N)=O)C=1. The catalyst class is: 58.